Task: Predict the reactants needed to synthesize the given product.. Dataset: Full USPTO retrosynthesis dataset with 1.9M reactions from patents (1976-2016) The reactants are: [CH3:1][O:2][C:3]1[CH:8]=[CH:7][C:6]([N+:9]([O-:11])=[O:10])=[CH:5][C:4]=1[OH:12].[CH:13]1(Br)[CH2:17][CH2:16][CH2:15][CH2:14]1.C(=O)([O-])[O-].[K+].[K+].C(=O)(O)[O-].[Na+]. Given the product [CH:13]1([O:12][C:4]2[CH:5]=[C:6]([N+:9]([O-:11])=[O:10])[CH:7]=[CH:8][C:3]=2[O:2][CH3:1])[CH2:17][CH2:16][CH2:15][CH2:14]1, predict the reactants needed to synthesize it.